Dataset: Full USPTO retrosynthesis dataset with 1.9M reactions from patents (1976-2016). Task: Predict the reactants needed to synthesize the given product. (1) Given the product [CH3:1][S:2]([O:5][C:6]1[C:14]([O:15][CH3:16])=[CH:13][C:12]([C:27]2[N:26]([C:24]([O:23][C:19]([CH3:22])([CH3:21])[CH3:20])=[O:25])[C:34]3[C:29]([CH:28]=2)=[CH:30][CH:31]=[CH:32][CH:33]=3)=[C:11]2[C:7]=1[CH2:8][NH:9][C:10]2=[O:18])(=[O:4])=[O:3], predict the reactants needed to synthesize it. The reactants are: [CH3:1][S:2]([O:5][C:6]1[C:14]([O:15][CH3:16])=[CH:13][C:12](I)=[C:11]2[C:7]=1[CH2:8][NH:9][C:10]2=[O:18])(=[O:4])=[O:3].[C:19]([O:23][C:24]([N:26]1[C:34]2[C:29](=[CH:30][CH:31]=[CH:32][CH:33]=2)[CH:28]=[C:27]1B(O)O)=[O:25])([CH3:22])([CH3:21])[CH3:20].C1(C)C=CC=CC=1P(C1C=CC=CC=1C)C1C=CC=CC=1C.C(N(CC)CC)C. (2) Given the product [NH2:4][C@:5]1([C:28]([OH:30])=[O:29])[C@@H:9]([CH2:10][CH2:11][CH2:12][B:13]([OH:14])[OH:15])[CH2:8][N:7]([CH2:16][CH:17]2[CH2:26][C:25]3[C:20](=[CH:21][CH:22]=[C:23]([Cl:27])[CH:24]=3)[CH2:19][NH:18]2)[CH2:6]1, predict the reactants needed to synthesize it. The reactants are: Cl.Cl.Cl.[NH2:4][C@:5]1([C:28]([OH:30])=[O:29])[C@@H:9]([CH2:10][CH2:11][CH2:12][B:13]([OH:15])[OH:14])[CH2:8][N:7]([CH2:16][CH:17]2[CH2:26][C:25]3[C:20](=[CH:21][CH:22]=[C:23]([Cl:27])[CH:24]=3)[CH2:19][NH:18]2)[CH2:6]1.ClC1C=C(N)C=CC=1. (3) Given the product [CH3:40][NH:36][C:25](=[O:26])[CH2:24][N:21]1[CH2:20][CH2:19][N:18]([CH2:17][C:14]2[S:13][C:12]([C:9]3[NH:10][C:11]4[C:7]([CH:8]=3)=[CH:6][CH:5]=[CH:4][C:3]=4[N:2]([CH3:1])[S:28]([C:31]3[S:32][CH:33]=[CH:34][CH:35]=3)(=[O:30])=[O:29])=[N:16][CH:15]=2)[CH2:23][CH2:22]1, predict the reactants needed to synthesize it. The reactants are: [CH3:1][N:2]([S:28]([C:31]1[S:32][CH:33]=[CH:34][CH:35]=1)(=[O:30])=[O:29])[C:3]1[CH:4]=[CH:5][CH:6]=[C:7]2[C:11]=1[NH:10][C:9]([C:12]1[S:13][C:14]([CH2:17][N:18]3[CH2:23][CH2:22][N:21]([CH2:24][C:25](O)=[O:26])[CH2:20][CH2:19]3)=[CH:15][N:16]=1)=[CH:8]2.[N:36]1(O)[C:40]2C=CC=CC=2N=N1.Cl.CN(C)CCCN=C=NCC.CN.C(=O)([O-])O.[Na+]. (4) Given the product [N+:8]([C:5]1[CH:6]=[CH:7][C:2]([NH:19][CH2:20][CH2:21][CH:22]([OH:24])[CH3:23])=[C:3]([CH3:11])[CH:4]=1)([O-:10])=[O:9], predict the reactants needed to synthesize it. The reactants are: F[C:2]1[CH:7]=[CH:6][C:5]([N+:8]([O-:10])=[O:9])=[CH:4][C:3]=1[CH3:11].CN1CCCC1=O.[NH2:19][CH2:20][CH2:21][CH:22]([OH:24])[CH3:23].C(N(CC)CC)C. (5) Given the product [Br:18][C:17]1[CH:16]=[CH:15][C:12]([CH:13]2[C:21]3[C:22](=[O:26])[NH:23][N:24]([CH3:25])[C:20]=3[NH:19][C:5]3[CH2:6][O:1][CH2:2][C:3](=[O:8])[C:4]2=3)=[CH:11][C:10]=1[Cl:9], predict the reactants needed to synthesize it. The reactants are: [O:1]1[CH2:6][C:5](=O)[CH2:4][C:3](=[O:8])[CH2:2]1.[Cl:9][C:10]1[CH:11]=[C:12]([CH:15]=[CH:16][C:17]=1[Br:18])[CH:13]=O.[NH2:19][C:20]1[N:24]([CH3:25])[NH:23][C:22](=[O:26])[CH:21]=1. (6) Given the product [Cl:12][C:10]1[CH:9]=[C:4]([C:5]([O:7][CH3:8])=[O:6])[C:3]([CH3:13])=[C:2]([NH:1][CH:15]2[CH2:20][CH2:19][N:18]([C:21]([O:23][C:24]([CH3:27])([CH3:26])[CH3:25])=[O:22])[CH2:17][CH2:16]2)[CH:11]=1, predict the reactants needed to synthesize it. The reactants are: [NH2:1][C:2]1[C:3]([CH3:13])=[C:4]([CH:9]=[C:10]([Cl:12])[CH:11]=1)[C:5]([O:7][CH3:8])=[O:6].O=[C:15]1[CH2:20][CH2:19][N:18]([C:21]([O:23][C:24]([CH3:27])([CH3:26])[CH3:25])=[O:22])[CH2:17][CH2:16]1.C(O)(=O)C.C(O[BH-](OC(=O)C)OC(=O)C)(=O)C.[Na+]. (7) Given the product [C:1]([C:3]1[CH:4]=[CH:5][C:6]([C@@H:13]2[C:18]([C:19]#[N:20])=[C:17]([CH3:21])[N:16]([C:22]3[CH:27]=[CH:26][CH:25]=[C:24]([C:28]([F:31])([F:30])[F:29])[CH:23]=3)[C:15](=[O:32])[NH:14]2)=[C:7]([S:9]([NH:34][CH3:33])(=[O:11])=[O:10])[CH:8]=1)#[N:2], predict the reactants needed to synthesize it. The reactants are: [C:1]([C:3]1[CH:4]=[CH:5][C:6]([C@@H:13]2[C:18]([C:19]#[N:20])=[C:17]([CH3:21])[N:16]([C:22]3[CH:27]=[CH:26][CH:25]=[C:24]([C:28]([F:31])([F:30])[F:29])[CH:23]=3)[C:15](=[O:32])[NH:14]2)=[C:7]([S:9](Cl)(=[O:11])=[O:10])[CH:8]=1)#[N:2].[CH3:33][NH2:34].